This data is from Forward reaction prediction with 1.9M reactions from USPTO patents (1976-2016). The task is: Predict the product of the given reaction. (1) Given the reactants [CH3:1][O:2][C:3]1[C:4]2[C:15]([C:16]3[CH:21]=[CH:20][CH:19]=[CH:18][CH:17]=3)=[C:14]([C:22]3[CH:27]=[CH:26][C:25]([C:28]4([NH:32][C:33](=[O:39])[O:34][C:35]([CH3:38])([CH3:37])[CH3:36])[CH2:31][CH2:30][CH2:29]4)=[CH:24][CH:23]=3)[O:13][C:5]=2[N:6]=[C:7](S(C)(=O)=O)[N:8]=1.[NH:40]1[CH2:43][CH:42]([CH2:44][NH:45][C:46](=[O:52])[O:47][C:48]([CH3:51])([CH3:50])[CH3:49])[CH2:41]1, predict the reaction product. The product is: [C:35]([O:34][C:33](=[O:39])[NH:32][C:28]1([C:25]2[CH:26]=[CH:27][C:22]([C:14]3[O:13][C:5]4[N:6]=[C:7]([N:40]5[CH2:43][CH:42]([CH2:44][NH:45][C:46]([O:47][C:48]([CH3:51])([CH3:50])[CH3:49])=[O:52])[CH2:41]5)[N:8]=[C:3]([O:2][CH3:1])[C:4]=4[C:15]=3[C:16]3[CH:21]=[CH:20][CH:19]=[CH:18][CH:17]=3)=[CH:23][CH:24]=2)[CH2:31][CH2:30][CH2:29]1)([CH3:38])([CH3:37])[CH3:36]. (2) Given the reactants Cl[C:2]1[N:7]=[C:6]([NH:8][CH2:9][C:10]2[CH:15]=[CH:14][CH:13]=[CH:12][C:11]=2[F:16])[C:5]([F:17])=[CH:4][N:3]=1.[F:18][C:19]1[CH:26]=[CH:25][C:22]([CH2:23][OH:24])=[CH:21][CH:20]=1.CC([O-])(C)C.[K+].CC(O)(C)C, predict the reaction product. The product is: [F:16][C:11]1[CH:12]=[CH:13][CH:14]=[CH:15][C:10]=1[CH2:9][NH:8][C:6]1[C:5]([F:17])=[CH:4][N:3]=[C:2]([O:24][CH2:23][C:22]2[CH:25]=[CH:26][C:19]([F:18])=[CH:20][CH:21]=2)[N:7]=1.